From a dataset of Full USPTO retrosynthesis dataset with 1.9M reactions from patents (1976-2016). Predict the reactants needed to synthesize the given product. (1) Given the product [F:13][C:14]1[CH:15]=[C:16]([CH:18]=[CH:19][CH:20]=1)[NH:17][CH2:10][CH:3]1[CH2:4][C:5]([CH3:9])([CH3:8])[CH2:6][CH2:7][C:2]1([CH3:12])[CH3:1], predict the reactants needed to synthesize it. The reactants are: [CH3:1][C:2]1([CH3:12])[CH2:7][CH2:6][C:5]([CH3:9])([CH3:8])[CH2:4][CH:3]1[CH:10]=O.[F:13][C:14]1[CH:15]=[C:16]([CH:18]=[CH:19][CH:20]=1)[NH2:17].C(O)(=O)C.C([BH3-])#N.[Na+]. (2) The reactants are: [Cl:1][C:2]1[CH:3]=[CH:4][C:5]([C:36]#[N:37])=[C:6]([C:8]2[C:13]([CH:14]([F:16])[F:15])=[CH:12][N:11]([CH:17]([CH3:34])[C:18]([NH:20][C:21]3[CH:33]=[CH:32][C:24]([C:25]([O:27]C(C)(C)C)=[O:26])=[CH:23][CH:22]=3)=[O:19])[C:10](=[O:35])[CH:9]=2)[CH:7]=1.C(O)(C(F)(F)F)=O. Given the product [Cl:1][C:2]1[CH:3]=[CH:4][C:5]([C:36]#[N:37])=[C:6]([C:8]2[C:13]([CH:14]([F:16])[F:15])=[CH:12][N:11]([CH:17]([CH3:34])[C:18]([NH:20][C:21]3[CH:33]=[CH:32][C:24]([C:25]([OH:27])=[O:26])=[CH:23][CH:22]=3)=[O:19])[C:10](=[O:35])[CH:9]=2)[CH:7]=1, predict the reactants needed to synthesize it. (3) Given the product [Br:1][C:2]1[CH:3]=[CH:4][C:5]([O:11][CH3:12])=[C:6]([C:14]2[CH:19]=[CH:18][CH:17]=[C:16]([N+:20]([O-:22])=[O:21])[CH:15]=2)[CH:7]=1, predict the reactants needed to synthesize it. The reactants are: [Br:1][C:2]1[CH:3]=[CH:4][C:5]([O:11][CH3:12])=[C:6](B(O)O)[CH:7]=1.I[C:14]1[CH:15]=[C:16]([N+:20]([O-:22])=[O:21])[CH:17]=[CH:18][CH:19]=1.C(=O)([O-])[O-].[K+].[K+]. (4) Given the product [Cl:1][C:2]1[CH:24]=[C:23]([Cl:25])[C:22]([C:26]2[C:31]([F:32])=[CH:30][CH:29]=[CH:28][N:27]=2)=[CH:21][C:3]=1[C:4]([NH:6][C:7]1[N:11]([C:12]2[CH:17]=[CH:16][CH:15]=[CH:14][CH:13]=2)[N:10]=[C:9]([C:18]([NH:62][C:63]2([C:66](=[O:67])[NH:68][CH3:69])[CH2:65][CH2:64]2)=[O:19])[CH:8]=1)=[O:5], predict the reactants needed to synthesize it. The reactants are: [Cl:1][C:2]1[CH:24]=[C:23]([Cl:25])[C:22]([C:26]2[C:31]([F:32])=[CH:30][CH:29]=[CH:28][N:27]=2)=[CH:21][C:3]=1[C:4]([NH:6][C:7]1[N:11]([C:12]2[CH:17]=[CH:16][CH:15]=[CH:14][CH:13]=2)[N:10]=[C:9]([C:18](O)=[O:19])[CH:8]=1)=[O:5].C(N(CC)C(C)C)(C)C.[B-](F)(F)(F)F.CN(C(ON1C(=O)C=CC=C1)=[N+](C)C)C.[NH2:62][C:63]1([C:66]([NH:68][CH3:69])=[O:67])[CH2:65][CH2:64]1. (5) Given the product [F:29][C:2]1([F:1])[CH2:7][CH2:6][N:5]([C:8]([C:10]2[N:11]([C:31]3[CH:36]=[CH:35][CH:34]=[CH:33][N:32]=3)[C:12]3[C:17]([CH:18]=2)=[CH:16][C:15]([O:19][CH:20]2[CH2:25][CH2:24][N:23]([CH:26]([CH3:27])[CH3:28])[CH2:22][CH2:21]2)=[CH:14][CH:13]=3)=[O:9])[CH2:4][CH2:3]1, predict the reactants needed to synthesize it. The reactants are: [F:1][C:2]1([F:29])[CH2:7][CH2:6][N:5]([C:8]([C:10]2[NH:11][C:12]3[C:17]([CH:18]=2)=[CH:16][C:15]([O:19][CH:20]2[CH2:25][CH2:24][N:23]([CH:26]([CH3:28])[CH3:27])[CH2:22][CH2:21]2)=[CH:14][CH:13]=3)=[O:9])[CH2:4][CH2:3]1.I[C:31]1[CH:36]=[CH:35][CH:34]=[CH:33][N:32]=1. (6) Given the product [N+:18]([C:12]1[CH:13]=[N:14][C:15]2[CH2:16][CH2:17][NH:8][CH2:9][C:10]=2[CH:11]=1)([O-:20])=[O:19], predict the reactants needed to synthesize it. The reactants are: C(OC([N:8]1[CH2:17][CH2:16][C:15]2[N:14]=[CH:13][C:12]([N+:18]([O-:20])=[O:19])=[CH:11][C:10]=2[CH2:9]1)=O)(C)(C)C.C(O)(C(F)(F)F)=O. (7) Given the product [NH:30]1[CH2:31][CH2:32][CH2:33][CH:28]([O:9][C:3](=[O:4])[NH:2][CH3:1])[CH2:29]1, predict the reactants needed to synthesize it. The reactants are: [CH3:1][N:2]([C@@H]1CCCNC1)[C:3](=[O:9])[O:4]C(C)(C)C.Br[C:32]1[C:33](F)=[C:28]2C(NC(=O)[C:28]3[CH:33]=[CH:32][CH:31]=[N:30][CH:29]=3)=CN[C:29]2=[N:30][CH:31]=1.